Predict which catalyst facilitates the given reaction. From a dataset of Catalyst prediction with 721,799 reactions and 888 catalyst types from USPTO. (1) Reactant: [CH3:1][C:2]1[CH:3]=[C:4]([NH:8][C:9]([NH2:11])=[O:10])[CH:5]=[CH:6][CH:7]=1.[C:12]([C:14]1[CH:21]=[CH:20][C:17]([CH:18]=O)=[CH:16][CH:15]=1)#[N:13].O=[C:23]([CH3:30])[CH2:24][C:25]([O:27][CH2:28][CH3:29])=[O:26].Cl. Product: [C:12]([C:14]1[CH:21]=[CH:20][C:17]([CH:18]2[C:24]([C:25]([O:27][CH2:28][CH3:29])=[O:26])=[C:23]([CH3:30])[N:8]([C:4]3[CH:5]=[CH:6][CH:7]=[C:2]([CH3:1])[CH:3]=3)[C:9](=[O:10])[NH:11]2)=[CH:16][CH:15]=1)#[N:13]. The catalyst class is: 1. (2) Reactant: [NH2:1][C:2]1[N:7]=[C:6](S(C)=O)[C:5]([C:11]#[N:12])=[C:4]([O:13][C:14]2[CH:19]=[CH:18][CH:17]=[CH:16][CH:15]=2)[N:3]=1.[OH:20][CH2:21][C:22]1[CH:27]=[CH:26][CH:25]=[CH:24][N:23]=1.C1CCN2C(=NCCC2)CC1.O. Product: [NH2:1][C:2]1[N:3]=[C:4]([O:13][C:14]2[CH:19]=[CH:18][CH:17]=[CH:16][CH:15]=2)[C:5]([C:11]#[N:12])=[C:6]([O:20][CH2:21][C:22]2[CH:27]=[CH:26][CH:25]=[CH:24][N:23]=2)[N:7]=1. The catalyst class is: 57. (3) Reactant: [CH3:1][O:2][C:3]1[CH:8]=[CH:7][CH:6]=[CH:5][C:4]=1[C:9]1[CH:10]=[C:11]2[C:16](=[CH:17][CH:18]=1)[NH:15][C:14]([CH3:20])([CH3:19])[CH:13]=[C:12]2[CH3:21].[Br:22]N1C(=O)CCC1=O. Product: [Br:22][CH2:21][C:12]1[C:11]2[C:16](=[CH:17][CH:18]=[C:9]([C:4]3[CH:5]=[CH:6][CH:7]=[CH:8][C:3]=3[O:2][CH3:1])[CH:10]=2)[NH:15][C:14]([CH3:20])([CH3:19])[CH:13]=1. The catalyst class is: 10. (4) The catalyst class is: 63. Reactant: [N+:1]([C:4]1[CH:9]=[CH:8][C:7]([CH2:10][C:11]([N:23]([CH3:25])[CH3:24])([CH2:21][CH3:22])[C:12]([C:14]2[CH:19]=[CH:18][C:17]([F:20])=[CH:16][CH:15]=2)=[O:13])=[CH:6][CH:5]=1)([O-])=O.[H][H]. Product: [NH2:1][C:4]1[CH:9]=[CH:8][C:7]([CH2:10][C:11]([N:23]([CH3:25])[CH3:24])([CH2:21][CH3:22])[C:12]([C:14]2[CH:19]=[CH:18][C:17]([F:20])=[CH:16][CH:15]=2)=[O:13])=[CH:6][CH:5]=1. (5) The catalyst class is: 1. Reactant: [Cl:1][C:2]1[C:7]([C:8]2[CH:13]=[CH:12][CH:11]=[CH:10][CH:9]=2)=[C:6](Cl)[N:5]2[N:15]=[CH:16][N:17]=[C:4]2[N:3]=1.C(O)(=O)C.CO. Product: [Cl:1][C:2]1[C:7]([C:8]2[CH:13]=[CH:12][CH:11]=[CH:10][CH:9]=2)=[CH:6][N:5]2[N:15]=[CH:16][N:17]=[C:4]2[N:3]=1. (6) Reactant: Cl.[O:2]=[C:3]1[C:8]([C:9]([O:11][CH3:12])=[O:10])=[CH:7][CH:6]=[CH:5][NH:4]1.Br[CH:14]([C:22]1[CH:27]=[CH:26][C:25]([F:28])=[CH:24][CH:23]=1)[C:15]1[CH:20]=[CH:19][C:18]([F:21])=[CH:17][CH:16]=1.[H-].[Na+]. Product: [F:21][C:18]1[CH:17]=[CH:16][C:15]([CH:14]([C:22]2[CH:27]=[CH:26][C:25]([F:28])=[CH:24][CH:23]=2)[N:4]2[CH:5]=[CH:6][CH:7]=[C:8]([C:9]([O:11][CH3:12])=[O:10])[C:3]2=[O:2])=[CH:20][CH:19]=1. The catalyst class is: 634. (7) Reactant: C(OC([N:7]1[CH2:11][CH2:10][C@@H:9]([NH:12][C:13]2[CH:18]=[CH:17][C:16]([N+:19]([O-:21])=[O:20])=[CH:15][C:14]=2[F:22])[CH2:8]1)=O)C=C.C(O)(=O)C.[CH3:39][C:38]([O:37][C:35](O[C:35]([O:37][C:38]([CH3:41])([CH3:40])[CH3:39])=[O:36])=[O:36])([CH3:41])[CH3:40]. Product: [C:38]([O:37][C:35]([N:7]1[CH2:11][CH2:10][C@@H:9]([NH:12][C:13]2[CH:18]=[CH:17][C:16]([N+:19]([O-:21])=[O:20])=[CH:15][C:14]=2[F:22])[CH2:8]1)=[O:36])([CH3:39])([CH3:40])[CH3:41]. The catalyst class is: 56. (8) Reactant: [N-:1]=[N+:2]=[N-:3].[Na+].[CH3:5][C:6]([CH3:39])([CH3:38])[CH:7]([C:14]1[CH:15]=[C:16]([CH:30]=[CH:31][C:32]=1/[CH:33]=[CH:34]/[N+]([O-])=O)[O:17][CH2:18][C:19]1[CH:28]=[CH:27][C:26]2[C:21](=[CH:22][CH:23]=[C:24]([F:29])[CH:25]=2)[N:20]=1)[C:8]1[CH:13]=[CH:12][CH:11]=[CH:10][CH:9]=1.O. Product: [CH3:5][C:6]([CH3:39])([CH3:38])[CH:7]([C:14]1[CH:15]=[C:16]([CH:30]=[CH:31][C:32]=1[C:33]1[N:1]=[N:2][NH:3][CH:34]=1)[O:17][CH2:18][C:19]1[CH:28]=[CH:27][C:26]2[C:21](=[CH:22][CH:23]=[C:24]([F:29])[CH:25]=2)[N:20]=1)[C:8]1[CH:13]=[CH:12][CH:11]=[CH:10][CH:9]=1. The catalyst class is: 16.